From a dataset of Full USPTO retrosynthesis dataset with 1.9M reactions from patents (1976-2016). Predict the reactants needed to synthesize the given product. (1) The reactants are: [OH2:1].[Na].[O:3]=[Al-:4]=O.[Na+:6].[O-:7][Si:8]([O-])=O.[Na+].[Na+]. Given the product [OH2:3].[O-2:7].[O-2:1].[O-2:3].[O-2:3].[O-2:3].[O-2:3].[Na+:6].[Na+:6].[Al+3:4].[Al+3:4].[Si+4:8], predict the reactants needed to synthesize it. (2) Given the product [CH2:1]([O:3][C:4](=[O:55])[CH2:5][NH:6][C:7]([C:9]1[C:14]([O:15][CH2:16][C:17]2[CH:18]=[CH:19][CH:20]=[CH:21][CH:22]=2)=[C:13]([CH3:23])[N:12]=[C:11]([CH2:24][CH:25]2[CH2:30][CH2:29][N:28]([C:31]3[CH:32]=[CH:33][C:34]([CH2:37][C:38]4[CH:39]=[N:40][C:41]([O:44][CH2:45][CH2:46][OH:47])=[CH:42][CH:43]=4)=[CH:35][CH:36]=3)[CH2:27][CH2:26]2)[N:10]=1)=[O:8])[CH3:2], predict the reactants needed to synthesize it. The reactants are: [CH2:1]([O:3][C:4](=[O:55])[CH2:5][NH:6][C:7]([C:9]1[C:14]([O:15][CH2:16][C:17]2[CH:22]=[CH:21][CH:20]=[CH:19][CH:18]=2)=[C:13]([CH3:23])[N:12]=[C:11]([CH2:24][CH:25]2[CH2:30][CH2:29][N:28]([C:31]3[CH:36]=[CH:35][C:34]([CH2:37][C:38]4[CH:39]=[N:40][C:41]([O:44][CH2:45][CH2:46][O:47][Si](C(C)(C)C)(C)C)=[CH:42][CH:43]=4)=[CH:33][CH:32]=3)[CH2:27][CH2:26]2)[N:10]=1)=[O:8])[CH3:2].[F-].C([N+](CCCC)(CCCC)CCCC)CCC.O. (3) Given the product [NH2:35][C:26]1[CH:30]=[CH:31][C:23]([NH:22][C:19]2[N:20]=[CH:21][N:17]([C:15]3[CH:14]=[CH:13][N:12]=[C:11]([N:7]4[CH2:6][CH:5]([CH3:32])[N:4]([C:1](=[O:3])[CH3:2])[CH:9]([CH3:10])[CH2:8]4)[CH:16]=3)[N:18]=2)=[CH:24][CH:25]=1, predict the reactants needed to synthesize it. The reactants are: [C:1]([N:4]1[CH:9]([CH3:10])[CH2:8][N:7]([C:11]2[CH:16]=[C:15]([N:17]3[CH:21]=[N:20][C:19]([NH:22][C:23]4[CH:31]=[CH:30][C:26](C(O)=O)=[CH:25][CH:24]=4)=[N:18]3)[CH:14]=[CH:13][N:12]=2)[CH2:6][CH:5]1[CH3:32])(=[O:3])[CH3:2].CC[N:35](C(C)C)C(C)C.C1C=CC(P(N=[N+]=[N-])(C2C=CC=CC=2)=O)=CC=1.C(O)(C(F)(F)F)=O.Cl. (4) Given the product [ClH:46].[ClH:46].[C:1]([C:5]1[O:9][N:8]=[C:7]([NH:10][C:11]([NH:12][C:13]2[CH:44]=[CH:43][CH:42]=[C:15]([O:16][C:17]3[C:26]4[C:21](=[CH:22][C:23]([O:40][CH3:41])=[C:24]([O:27][C@H:28]5[CH2:32][CH2:31][NH:30][CH2:29]5)[CH:25]=4)[N:20]=[CH:19][N:18]=3)[CH:14]=2)=[O:45])[CH:6]=1)([CH3:4])([CH3:2])[CH3:3], predict the reactants needed to synthesize it. The reactants are: [C:1]([C:5]1[O:9][N:8]=[C:7]([NH:10][C:11](=[O:45])[NH:12][C:13]2[CH:14]=[C:15]([CH:42]=[CH:43][CH:44]=2)[O:16][C:17]2[C:26]3[C:21](=[CH:22][C:23]([O:40][CH3:41])=[C:24]([O:27][C@H:28]4[CH2:32][CH2:31][N:30](C(OC(C)(C)C)=O)[CH2:29]4)[CH:25]=3)[N:20]=[CH:19][N:18]=2)[CH:6]=1)([CH3:4])([CH3:3])[CH3:2].[ClH:46].O1CCOCC1. (5) Given the product [CH3:15][O:16][C:17]([CH:19]1[CH2:28][C:27]2[C:22](=[CH:23][CH:24]=[C:25]([OH:29])[CH:26]=2)[CH2:21][N:20]1[C:35]([O:34][C:30]([CH3:33])([CH3:32])[CH3:31])=[O:36])=[O:18], predict the reactants needed to synthesize it. The reactants are: OC1C=C2C(=CC=1)CNC(C(O)=O)C2.[CH3:15][O:16][C:17]([CH:19]1[CH2:28][C:27]2[C:22](=[CH:23][CH:24]=[C:25]([OH:29])[CH:26]=2)[CH2:21][NH:20]1)=[O:18].[C:30]([O:34][C:35](O[C:35]([O:34][C:30]([CH3:33])([CH3:32])[CH3:31])=[O:36])=[O:36])([CH3:33])([CH3:32])[CH3:31]. (6) Given the product [C:19]1([C:25]#[C:26][CH:27]([OH:28])[C:2]#[C:1][C:3]2[N:7]([C:8]3[CH:13]=[CH:12][CH:11]=[CH:10][CH:9]=3)[N:6]=[CH:5][CH:4]=2)[CH:24]=[CH:23][CH:22]=[CH:21][CH:20]=1, predict the reactants needed to synthesize it. The reactants are: [C:1]([C:3]1[N:7]([C:8]2[CH:13]=[CH:12][CH:11]=[CH:10][CH:9]=2)[N:6]=[CH:5][CH:4]=1)#[CH:2].C([Li])CCC.[C:19]1([C:25]#[C:26][CH:27]=[O:28])[CH:24]=[CH:23][CH:22]=[CH:21][CH:20]=1.[Cl-].[NH4+]. (7) The reactants are: [CH:1]1([O:5][C:6]2[CH:12]=[CH:11][C:9]([NH2:10])=[CH:8][C:7]=2[O:13][CH3:14])[CH2:4][CH2:3][CH2:2]1.CCN(C(C)C)C(C)C.[Br:24][C:25]1[N:26]=[C:27](Br)[C:28]2[N:29]([CH:31]=[CH:32][N:33]=2)[CH:30]=1. Given the product [Br:24][C:25]1[N:26]=[C:27]([NH:10][C:9]2[CH:11]=[CH:12][C:6]([O:5][CH:1]3[CH2:4][CH2:3][CH2:2]3)=[C:7]([O:13][CH3:14])[CH:8]=2)[C:28]2[N:29]([CH:31]=[CH:32][N:33]=2)[CH:30]=1, predict the reactants needed to synthesize it. (8) Given the product [Br:8][C:9]1[CH:10]=[CH:11][C:12]([O:18][CH2:19][C:20]2[CH:25]=[CH:24][C:23]([F:26])=[CH:22][CH:21]=2)=[C:13]([CH:17]=1)[C:14]([NH:7][C:3]1[CH:2]=[N:1][CH:6]=[CH:5][CH:4]=1)=[O:15], predict the reactants needed to synthesize it. The reactants are: [N:1]1[CH:6]=[CH:5][CH:4]=[C:3]([NH2:7])[CH:2]=1.[Br:8][C:9]1[CH:10]=[CH:11][C:12]([O:18][CH2:19][C:20]2[CH:25]=[CH:24][C:23]([F:26])=[CH:22][CH:21]=2)=[C:13]([CH:17]=1)[C:14](O)=[O:15].C(Cl)CCl.C1C=CC2N(O)N=NC=2C=1. (9) Given the product [C:1]([NH:4][C:5]1[CH:10]=[CH:9][C:8]([N:11]2[CH2:20][CH2:19][C:18]3[C:13](=[CH:14][CH:15]=[C:16]([O:21][CH3:22])[CH:17]=3)[CH:12]2[CH2:23][C:24]2[CH:25]=[CH:26][C:27]([OH:30])=[CH:28][CH:29]=2)=[CH:7][CH:6]=1)(=[O:3])[CH3:2], predict the reactants needed to synthesize it. The reactants are: [C:1]([NH:4][C:5]1[CH:10]=[CH:9][C:8]([N:11]2[CH2:20][CH2:19][C:18]3[C:13](=[CH:14][CH:15]=[C:16]([O:21][CH3:22])[CH:17]=3)[CH:12]2[CH2:23][C:24]2[CH:29]=[CH:28][C:27]([O:30]CC3C=CC=CC=3)=[CH:26][CH:25]=2)=[CH:7][CH:6]=1)(=[O:3])[CH3:2].